This data is from Full USPTO retrosynthesis dataset with 1.9M reactions from patents (1976-2016). The task is: Predict the reactants needed to synthesize the given product. Given the product [CH3:21][C:22]([CH3:27])([CH3:26])[C:23]([C:9]1[CH:8]=[C:7]2[C:16]3=[C:15]4[C:4](=[CH:3][CH:2]=[CH:1][C:14]4=[CH:13][CH:12]=[C:11]3[CH:10]=1)[CH:5]=[CH:6]2)=[O:24], predict the reactants needed to synthesize it. The reactants are: [CH:1]1[C:14]2[C:15]3=[C:16]4[C:11](=[CH:12][CH:13]=2)[CH:10]=[CH:9][CH:8]=[C:7]4[CH:6]=[CH:5][C:4]3=[CH:3][CH:2]=1.[Al+3].[Cl-].[Cl-].[Cl-].[CH3:21][C:22]([CH3:27])([CH3:26])[C:23](Cl)=[O:24].